This data is from Reaction yield outcomes from USPTO patents with 853,638 reactions. The task is: Predict the reaction yield, written as a fraction of the theoretical maximum amount of product (1.0 means a 100% yield; for example, 0.34 means a 34% yield). The reactants are Br[C:2]1[CH:3]=[C:4]([C:14]([NH:16][CH2:17][C:18]2[C:19](=[O:26])[NH:20][C:21]([CH3:25])=[CH:22][C:23]=2[CH3:24])=[O:15])[C:5]2[CH:10]=[N:9][N:8]([CH:11]([CH3:13])[CH3:12])[C:6]=2[N:7]=1.[CH3:27][C:28]1(C)C(C)(C)OB(C=C)O1.C([O-])([O-])=O.[Na+].[Na+].CO.C(Cl)Cl. The catalyst is O1CCOCC1.O.C1C=CC([P]([Pd]([P](C2C=CC=CC=2)(C2C=CC=CC=2)C2C=CC=CC=2)([P](C2C=CC=CC=2)(C2C=CC=CC=2)C2C=CC=CC=2)[P](C2C=CC=CC=2)(C2C=CC=CC=2)C2C=CC=CC=2)(C2C=CC=CC=2)C2C=CC=CC=2)=CC=1. The product is [CH3:24][C:23]1[CH:22]=[C:21]([CH3:25])[NH:20][C:19](=[O:26])[C:18]=1[CH2:17][NH:16][C:14]([C:4]1[C:5]2[CH:10]=[N:9][N:8]([CH:11]([CH3:13])[CH3:12])[C:6]=2[N:7]=[C:2]([CH:27]=[CH2:28])[CH:3]=1)=[O:15]. The yield is 0.916.